Dataset: Experimentally validated miRNA-target interactions with 360,000+ pairs, plus equal number of negative samples. Task: Binary Classification. Given a miRNA mature sequence and a target amino acid sequence, predict their likelihood of interaction. (1) The miRNA is mmu-miR-27b-3p with sequence UUCACAGUGGCUAAGUUCUGC. The protein sequence of the target gene is MDAKVVAVLALVLAALCISDGKPVSLSYRCPCRFFESHIARANVKHLKILNTPNCALQIVARLKNNNRQVCIDPKLKWIQEYLEKALNKRLKM. Result: 1 (interaction). (2) The miRNA is mmu-miR-421-5p with sequence CUCAUUAAAUGUUUGUUGAAU. The protein sequence of the target gene is MLEMRDVYMEEDVYQLQELRQQLDQASKTCRILQYRLRKAERRSLRAAQTGQVDGELIRGLEQDVKVSKDISMRLHKELEVVEKKRARLEEENEELRQRLIETELAKQVLQTELERPREHSLKKRGTRSLGKADKKTLVQEDSADLKCQLHFAKEESALMCKKLTKLAKENDSMKEELLKYRSLYGDLDSALSAEELADAPHSRETELKVHLKLVEEEANLLSRRIVELEVENRGLRAEMDDMKDHGGGCGGPEARLAFSALGGGECGESLAELRRHLQFVEEEAELLRRSSAELEDQNK.... Result: 0 (no interaction). (3) The protein sequence of the target gene is MRVRIGLTLLLCAVLLSLASASSDEEGSQDESLDSKTTLTSDESVKDHTTAGRVVAGQIFLDSEESELESSIQEEEDSLKSQEGESVTEDISFLESPNPENKDYEEPKKVRKPALTAIEGTAHGEPCHFPFLFLDKEYDECTSDGREDGRLWCATTYDYKADEKWGFCETEEEAAKRRQMQEAEMMYQTGMKILNGSNKKSQKREAYRYLQKAASMNHTKALERVSYALLFGDYLPQNIQAAREMFEKLTEEGSPKGQTALGFLYASGLGVNSSQAKALVYYTFGALGGNLIAHMVLGYR.... The miRNA is hsa-miR-4699-3p with sequence AAUUUACUCUGCAAUCUUCUCC. Result: 0 (no interaction). (4) The miRNA is hsa-miR-655-5p with sequence AGAGGUUAUCCGUGUUAUGUUC. The protein sequence of the target gene is MEALIPVINKLQDVFNTVGADIIQLPQIVVVGTQSSGKSSVLESLVGRDLLPRGTGIVTRRPLILQLVHVSQEDKRKTTGEENGVEAEEWGKFLHTKNKLYTDFDEIRQEIENETERISGNNKGVSPEPIHLKIFSPNVVNLTLVDLPGMTKVPVGDQPKDIELQIRELILRFISNPNSIILAVTAANTDMATSEALKISREVDPDGRRTLAVITKLDLMDAGTDAMDVLMGRVIPVKLGIIGVVNRSQLDINNKKSVTDSIRDEYAFLQKKYPSLANRNGTKYLARTLNRLLMHHIRDC.... Result: 0 (no interaction).